Dataset: Forward reaction prediction with 1.9M reactions from USPTO patents (1976-2016). Task: Predict the product of the given reaction. Given the reactants N1(C2SC(C(N)=O)=C(OCC3C=CC=CC=3C(F)(F)F)N=2)C2C=CC=CC=2N=C1.Cl[C:31]1[S:32][C:33]([C:48]([NH2:50])=[O:49])=[C:34]([O:36][CH2:37][C:38]2[CH:43]=[CH:42][CH:41]=[CH:40][C:39]=2[C:44]([F:47])([F:46])[F:45])[N:35]=1.[CH3:51][O:52][C:53]1[C:61]([O:62][CH3:63])=[CH:60][C:56]2[N:57]=[CH:58][NH:59][C:55]=2[CH:54]=1.C([O-])([O-])=O.[K+].[K+], predict the reaction product. The product is: [CH3:63][O:62][C:61]1[C:53]([O:52][CH3:51])=[CH:54][C:55]2[N:59]([C:31]3[S:32][C:33]([C:48]([NH2:50])=[O:49])=[C:34]([O:36][CH2:37][C:38]4[CH:43]=[CH:42][CH:41]=[CH:40][C:39]=4[C:44]([F:47])([F:46])[F:45])[N:35]=3)[CH:58]=[N:57][C:56]=2[CH:60]=1.